From a dataset of Catalyst prediction with 721,799 reactions and 888 catalyst types from USPTO. Predict which catalyst facilitates the given reaction. (1) Reactant: [F:1][C:2]([F:8])([F:7])[C:3]([F:6])([F:5])I.[C:9]([O:12][CH2:13][C:14]1[CH:19]=[CH:18][C:17]([CH:20]=[CH2:21])=[CH:16][CH:15]=1)(=[O:11])[CH3:10].C([SnH](CCCC)CCCC)CCC. Product: [C:9]([O:12][CH2:13][C:14]1[CH:15]=[CH:16][C:17]([CH2:20][CH2:21][C:3]([F:6])([F:5])[C:2]([F:8])([F:7])[F:1])=[CH:18][CH:19]=1)(=[O:11])[CH3:10]. The catalyst class is: 11. (2) Reactant: [Cl:1][C:2]1[CH:10]=[CH:9][C:8]2[NH:7][C:6]3[CH2:11][CH2:12][N:13]([CH3:15])[CH2:14][C:5]=3[C:4]=2[CH:3]=1.N1CCC[C@H]1C(O)=O.P([O-])([O-])([O-])=O.[K+].[K+].[K+].Br[CH:33]=[C:34]([C:38]1[CH:43]=[CH:42][N:41]=[CH:40][CH:39]=1)[CH:35]([CH3:37])[CH3:36]. Product: [Cl:1][C:2]1[CH:10]=[CH:9][C:8]2[N:7](/[CH:33]=[C:34](\[C:38]3[CH:39]=[CH:40][N:41]=[CH:42][CH:43]=3)/[CH:35]([CH3:37])[CH3:36])[C:6]3[CH2:11][CH2:12][N:13]([CH3:15])[CH2:14][C:5]=3[C:4]=2[CH:3]=1. The catalyst class is: 122. (3) Reactant: [SH:1][C:2]1[CH:10]=[CH:9][CH:8]=[CH:7][C:3]=1[C:4]([OH:6])=O.[CH3:11][Li]. Product: [SH:1][C:2]1[CH:10]=[CH:9][CH:8]=[CH:7][C:3]=1[C:4](=[O:6])[CH3:11]. The catalyst class is: 1. (4) Reactant: [CH3:1][C:2]1[CH:3]=[CH:4][C:5]([C:10]([F:13])([F:12])[F:11])=[C:6]([CH:9]=1)[C:7]#[N:8].[Br:14]N1C(=O)CCC1=O.N(C(C)(C)C#N)=NC(C)(C)C#N. Product: [Br:14][CH2:1][C:2]1[CH:3]=[CH:4][C:5]([C:10]([F:11])([F:12])[F:13])=[C:6]([CH:9]=1)[C:7]#[N:8]. The catalyst class is: 26.